From a dataset of Full USPTO retrosynthesis dataset with 1.9M reactions from patents (1976-2016). Predict the reactants needed to synthesize the given product. (1) Given the product [F:15][C:13]1[CH:12]=[CH:11][C:10]([N+:16]([O-:18])=[O:17])=[C:9]([O:26][C:21]2[CH:22]=[CH:23][CH:24]=[CH:25][C:20]=2[F:19])[CH:14]=1, predict the reactants needed to synthesize it. The reactants are: [H-].[Na+].O1CCCC1.F[C:9]1[CH:14]=[C:13]([F:15])[CH:12]=[CH:11][C:10]=1[N+:16]([O-:18])=[O:17].[F:19][C:20]1[CH:25]=[CH:24][CH:23]=[CH:22][C:21]=1[OH:26]. (2) Given the product [Br:3][C:4]1[CH:11]=[CH:10][C:7]([CH2:8][O:9][CH2:13][CH3:14])=[CH:6][CH:5]=1, predict the reactants needed to synthesize it. The reactants are: [OH-].[Na+].[Br:3][C:4]1[CH:11]=[CH:10][C:7]([CH2:8][OH:9])=[CH:6][CH:5]=1.I[CH2:13][CH3:14].Cl. (3) Given the product [NH2:27][C:18]1[CH:19]=[C:20]([C:23]([F:25])([F:24])[F:26])[CH:21]=[CH:22][C:17]=1[S:14]([NH:13][C:11]1[CH:12]=[C:3]([O:2][CH3:1])[CH:4]=[C:5]2[C:10]=1[N:9]=[CH:8][CH:7]=[CH:6]2)(=[O:15])=[O:16], predict the reactants needed to synthesize it. The reactants are: [CH3:1][O:2][C:3]1[CH:4]=[C:5]2[C:10](=[C:11]([NH:13][S:14]([C:17]3[CH:22]=[CH:21][C:20]([C:23]([F:26])([F:25])[F:24])=[CH:19][C:18]=3[N+:27]([O-])=O)(=[O:16])=[O:15])[CH:12]=1)[N:9]=[CH:8][CH:7]=[CH:6]2.O.NN. (4) Given the product [Br:1][C:2]1[CH:7]=[CH:6][C:5]([C:23]#[C:22][C:19]2[CH:18]=[CH:17][C:16]([C:13]3[CH:14]=[CH:15][C:10]([Cl:9])=[CH:11][CH:12]=3)=[CH:21][N:20]=2)=[CH:4][CH:3]=1, predict the reactants needed to synthesize it. The reactants are: [Br:1][C:2]1[CH:7]=[CH:6][C:5](I)=[CH:4][CH:3]=1.[Cl:9][C:10]1[CH:15]=[CH:14][C:13]([C:16]2[CH:17]=[CH:18][C:19]([C:22]#[CH:23])=[N:20][CH:21]=2)=[CH:12][CH:11]=1.BrCl.C(Cl)Cl. (5) Given the product [Cl:30][C:27]1[CH:26]=[CH:25][C:24]([C:22]2[O:21][N:20]=[C:19]([CH2:18][S:14][C:9]3[C:10]([O:12][CH3:13])=[CH:11][C:6]([O:5][CH2:4][C:3]([OH:2])=[O:16])=[C:7]([CH3:15])[CH:8]=3)[CH:23]=2)=[CH:29][CH:28]=1, predict the reactants needed to synthesize it. The reactants are: C[O:2][C:3](=[O:16])[CH2:4][O:5][C:6]1[CH:11]=[C:10]([O:12][CH3:13])[C:9]([SH:14])=[CH:8][C:7]=1[CH3:15].Cl[CH2:18][C:19]1[CH:23]=[C:22]([C:24]2[CH:29]=[CH:28][C:27]([Cl:30])=[CH:26][CH:25]=2)[O:21][N:20]=1. (6) Given the product [C:1]([O:5][C@@H:6]([C:11]1[C:40]([CH3:41])=[N:39][C:38]2=[CH:42][C:35]3=[N:36][N:37]2[C:12]=1[N:13]1[CH2:14][CH2:15][C:16]([CH3:48])([O:17][CH2:18][CH:19]=[CH:20][CH2:21][C@H:22]([CH3:45])[O:23][C:24]2[CH:25]=[C:26]([CH3:44])[CH:27]=[CH:28][C:29]=2[C:30]2[CH:43]=[C:34]3[CH:33]=[CH:32][CH:31]=2)[CH2:46][CH2:47]1)[C:7]([OH:9])=[O:8])([CH3:4])([CH3:2])[CH3:3], predict the reactants needed to synthesize it. The reactants are: [C:1]([O:5][C@@H:6]([C:11]1[C:40]([CH3:41])=[N:39][C:38]2=[CH:42][C:35]3=[N:36][N:37]2[C:12]=1[N:13]1[CH2:47][CH2:46][C:16]([CH3:48])([O:17][CH2:18][CH:19]=[CH:20][CH2:21][C@H:22]([CH3:45])[O:23][C:24]2[CH:25]=[C:26]([CH3:44])[CH:27]=[CH:28][C:29]=2[C:30]2[CH:43]=[C:34]3[CH:33]=[CH:32][CH:31]=2)[CH2:15][CH2:14]1)[C:7]([O:9]C)=[O:8])([CH3:4])([CH3:3])[CH3:2].[OH-].[Na+]. (7) Given the product [Br:13][C:10]1[CH:9]=[CH:8][C:7]([N:4]2[CH:5]=[CH:6][C:2]([NH:1][C:22](=[O:23])[CH2:21][C:19]#[N:20])=[C:3]2[C:14]([O:16][CH2:17][CH3:18])=[O:15])=[CH:12][CH:11]=1, predict the reactants needed to synthesize it. The reactants are: [NH2:1][C:2]1[CH:6]=[CH:5][N:4]([C:7]2[CH:12]=[CH:11][C:10]([Br:13])=[CH:9][CH:8]=2)[C:3]=1[C:14]([O:16][CH2:17][CH3:18])=[O:15].[C:19]([CH2:21][C:22](O)=[O:23])#[N:20].C(N(CC)CC)C.C1CCC(N=C=NC2CCCCC2)CC1. (8) Given the product [CH:1]1([N:7]([CH3:29])[C:8]([C:10]2[CH:11]=[N:12][N:13]([C:18]3[CH:19]=[CH:20][C:21]([C:22]([OH:24])=[O:23])=[CH:27][CH:28]=3)[C:14]=2[CH2:15][CH2:16][CH3:17])=[O:9])[CH2:6][CH2:5][CH2:4][CH2:3][CH2:2]1, predict the reactants needed to synthesize it. The reactants are: [CH:1]1([N:7]([CH3:29])[C:8]([C:10]2[CH:11]=[N:12][N:13]([C:18]3[CH:28]=[CH:27][C:21]([C:22]([O:24]CC)=[O:23])=[CH:20][CH:19]=3)[C:14]=2[CH2:15][CH2:16][CH3:17])=[O:9])[CH2:6][CH2:5][CH2:4][CH2:3][CH2:2]1.[OH-].[Na+]. (9) The reactants are: [C:1]([NH:4][CH2:5][CH2:6][C:7]1[CH:12]=[CH:11][CH:10]=[CH:9][CH:8]=1)(=[O:3])[CH3:2].[H-].[Na+].[CH2:15](I)[CH2:16][CH2:17][CH2:18][CH3:19]. Given the product [CH2:15]([N:4]([CH2:5][CH2:6][C:7]1[CH:12]=[CH:11][CH:10]=[CH:9][CH:8]=1)[C:1](=[O:3])[CH3:2])[CH2:16][CH2:17][CH2:18][CH3:19], predict the reactants needed to synthesize it.